Predict the reactants needed to synthesize the given product. From a dataset of Full USPTO retrosynthesis dataset with 1.9M reactions from patents (1976-2016). Given the product [CH2:29]([O:28][C:26](=[O:27])[CH2:25][CH2:24][CH2:23][CH2:22][CH2:21][N:12]1[C:13]2[CH2:1][CH2:2][CH2:3][CH2:4][C:5]=2[C:6]2[C:11]1=[CH:10][CH:9]=[CH:8][CH:7]=2)[CH3:30], predict the reactants needed to synthesize it. The reactants are: [CH2:1]1[C:13]2[NH:12][C:11]3[C:6](=[CH:7][CH:8]=[CH:9][CH:10]=3)[C:5]=2[CH2:4][CH2:3][CH2:2]1.CC(C)([O-])C.[K+].Br[CH2:21][CH2:22][CH2:23][CH2:24][CH2:25][C:26]([O:28][CH2:29][CH3:30])=[O:27].